Dataset: Full USPTO retrosynthesis dataset with 1.9M reactions from patents (1976-2016). Task: Predict the reactants needed to synthesize the given product. (1) Given the product [C:22]([O:30][CH2:31][C:32]1[CH:33]=[C:34]([CH:37]=[CH:38][C:39]=1[CH2:40][O:41][C:42](=[O:49])[C:43]1[CH:44]=[CH:45][CH:46]=[CH:47][CH:48]=1)[CH2:35][O:1][C:2]1[CH:3]=[CH:4][C:5]([CH3:21])=[C:6]([C:8]2[CH:13]=[CH:12][C:11]([C:14](=[O:17])[CH2:15][CH3:16])=[CH:10][C:9]=2[CH2:18][CH2:19][CH3:20])[CH:7]=1)(=[O:29])[C:23]1[CH:24]=[CH:25][CH:26]=[CH:27][CH:28]=1, predict the reactants needed to synthesize it. The reactants are: [OH:1][C:2]1[CH:3]=[CH:4][C:5]([CH3:21])=[C:6]([C:8]2[CH:13]=[CH:12][C:11]([C:14](=[O:17])[CH2:15][CH3:16])=[CH:10][C:9]=2[CH2:18][CH2:19][CH3:20])[CH:7]=1.[C:22]([O:30][CH2:31][C:32]1[CH:33]=[C:34]([CH:37]=[CH:38][C:39]=1[CH2:40][O:41][C:42](=[O:49])[C:43]1[CH:48]=[CH:47][CH:46]=[CH:45][CH:44]=1)[CH2:35]Br)(=[O:29])[C:23]1[CH:28]=[CH:27][CH:26]=[CH:25][CH:24]=1.C(=O)([O-])[O-].[K+].[K+]. (2) Given the product [N+:17]([C:8]1[C:9]2[C:14](=[CH:13][CH:12]=[CH:11][CH:10]=2)[CH:15]=[CH:16][C:7]=1[NH:34][C:33]1[CH:32]=[CH:31][C:30]([CH:29]=[CH:28][C:22]2[CH:23]=[CH:24][CH:25]=[CH:26][CH:27]=2)=[CH:36][CH:35]=1)([O-:19])=[O:18], predict the reactants needed to synthesize it. The reactants are: FC(F)(F)S(O[C:7]1[CH:16]=[CH:15][C:14]2[C:9](=[CH:10][CH:11]=[CH:12][CH:13]=2)[C:8]=1[N+:17]([O-:19])=[O:18])(=O)=O.[C:22]1([C:28]#[C:29][C:30]2[CH:36]=[CH:35][C:33]([NH2:34])=[CH:32][CH:31]=2)[CH:27]=[CH:26][CH:25]=[CH:24][CH:23]=1.C1(P(C2C=CC=CC=2)C2C=CC=CC=2)C=CC=CC=1.C1(P(C2C=CC=CC=2)C2C3OC4C(=CC=CC=4P(C4C=CC=CC=4)C4C=CC=CC=4)C(C)(C)C=3C=CC=2)C=CC=CC=1.C(=O)([O-])[O-].[K+].[K+]. (3) Given the product [CH3:1][N:2]1[CH2:8][CH2:7][CH2:6][N:5]([C:10]2[CH:19]=[CH:18][C:13]([C:14]([O:16][CH3:17])=[O:15])=[CH:12][CH:11]=2)[CH2:4][CH2:3]1, predict the reactants needed to synthesize it. The reactants are: [CH3:1][N:2]1[CH2:8][CH2:7][CH2:6][NH:5][CH2:4][CH2:3]1.F[C:10]1[CH:19]=[CH:18][C:13]([C:14]([O:16][CH3:17])=[O:15])=[CH:12][CH:11]=1. (4) Given the product [Cl:21][C:19]1[CH:18]=[CH:17][C:14]([CH2:15][N:16]2[CH2:51][C:50]3[C:43](=[CH:46][CH:47]=[CH:48][CH:49]=3)[C:44]2=[O:45])=[C:13]([CH:20]=1)[C:12]#[N:2], predict the reactants needed to synthesize it. The reactants are: C1(=O)C2C(=CC=CC=2)C[NH:2]1.Br[CH2:12][C:13]1[CH:20]=[C:19]([Cl:21])[CH:18]=[CH:17][C:14]=1[C:15]#[N:16].C([O-])([O-])=O.[Cs+].[Cs+].C1[O:45][CH2:44][CH2:43]OCCOCCOCCOCCOC1.[CH3:46][CH2:47][CH2:48][CH2:49][CH2:50][CH3:51].